From a dataset of Full USPTO retrosynthesis dataset with 1.9M reactions from patents (1976-2016). Predict the reactants needed to synthesize the given product. (1) Given the product [C:24]([O:23][C:21](=[O:22])[CH2:20][N:1]1[C:5]2=[CH:6][N:7]=[CH:8][CH:9]=[C:4]2[C:3]([C:10](=[O:12])[CH3:11])=[N:2]1)([CH3:27])([CH3:26])[CH3:25], predict the reactants needed to synthesize it. The reactants are: [NH:1]1[C:5]2=[CH:6][N:7]=[CH:8][CH:9]=[C:4]2[C:3]([C:10](=[O:12])[CH3:11])=[N:2]1.C(=O)([O-])[O-].[K+].[K+].Br[CH2:20][C:21]([O:23][C:24]([CH3:27])([CH3:26])[CH3:25])=[O:22].O. (2) Given the product [C:1]1([CH2:7][C:8]([N:10]2[CH2:11][CH2:12][NH:13][CH2:14][CH2:15]2)=[O:9])[CH:6]=[CH:5][CH:4]=[CH:3][CH:2]=1, predict the reactants needed to synthesize it. The reactants are: [C:1]1([CH2:7][C:8]([N:10]2[CH2:15][CH2:14][N:13](C(OC(C)(C)C)=O)[CH2:12][CH2:11]2)=[O:9])[CH:6]=[CH:5][CH:4]=[CH:3][CH:2]=1.FC(F)(F)C(O)=O. (3) Given the product [Cl:1][C:2]1[N:3]=[C:4]([NH:17][C:18]([CH3:22])([CH3:21])[CH2:19][OH:20])[CH:5]=[C:6]([Cl:8])[N:7]=1, predict the reactants needed to synthesize it. The reactants are: [Cl:1][C:2]1[N:7]=[C:6]([Cl:8])[CH:5]=[C:4](Cl)[N:3]=1.C(N(CC)CC)C.[NH2:17][C:18]([CH3:22])([CH3:21])[CH2:19][OH:20].